From a dataset of Forward reaction prediction with 1.9M reactions from USPTO patents (1976-2016). Predict the product of the given reaction. (1) The product is: [C:66]([O:65][C:63]([N:55]([C:56]([O:58][C:59]([CH3:60])([CH3:61])[CH3:62])=[O:57])[C:51]1[C:52]2[C:47](=[CH:46][C:45]([NH:44][CH:72]([C:37]3[CH:38]=[CH:39][C:34]([C@@H:32]([CH3:33])[CH2:31][O:30][C:28](=[O:29])[NH:27][C:16]4[CH:15]=[C:14]([CH2:13][NH:11][CH3:12])[C:19]([O:20][C@H:21]5[CH2:25][CH2:24][O:23][CH2:22]5)=[C:18]([F:26])[CH:17]=4)=[C:35]([CH3:43])[CH:36]=3)[C:71]([OH:75])=[O:74])=[CH:54][CH:53]=2)[CH:48]=[CH:49][N:50]=1)=[O:64])([CH3:69])([CH3:68])[CH3:67]. Given the reactants C(OC([N:11]([CH2:13][C:14]1[CH:15]=[C:16]([NH:27][C:28]([O:30][CH2:31][C@@H:32]([C:34]2[CH:39]=[CH:38][C:37](B(O)O)=[CH:36][C:35]=2[CH3:43])[CH3:33])=[O:29])[CH:17]=[C:18]([F:26])[C:19]=1[O:20][C@H:21]1[CH2:25][CH2:24][O:23][CH2:22]1)[CH3:12])=O)C1C=CC=CC=1.[NH2:44][C:45]1[CH:46]=[C:47]2[C:52](=[CH:53][CH:54]=1)[C:51]([N:55]([C:63]([O:65][C:66]([CH3:69])([CH3:68])[CH3:67])=[O:64])[C:56]([O:58][C:59]([CH3:62])([CH3:61])[CH3:60])=[O:57])=[N:50][CH:49]=[CH:48]2.O.[C:71]([OH:75])(=[O:74])[CH:72]=O, predict the reaction product. (2) Given the reactants C(OC([NH:11][C@H:12]1[CH2:17][CH2:16][N:15]([C:18]2[O:19][C:20]([CH2:30][CH3:31])=[C:21]([C:23]([O:25][CH2:26][CH2:27][CH2:28][CH3:29])=[O:24])[N:22]=2)[CH2:14][C@H:13]1[O:32][CH3:33])=O)C1C=CC=CC=1.C(OCC)(=O)C, predict the reaction product. The product is: [NH2:11][C@H:12]1[CH2:17][CH2:16][N:15]([C:18]2[O:19][C:20]([CH2:30][CH3:31])=[C:21]([C:23]([O:25][CH2:26][CH2:27][CH2:28][CH3:29])=[O:24])[N:22]=2)[CH2:14][C@H:13]1[O:32][CH3:33]. (3) Given the reactants C[O:2][C:3]1[C:8]([CH2:9][NH:10]C(=O)OC(C)(C)C)=[C:7]([O:18][CH3:19])[CH:6]=[C:5]([CH3:20])[N:4]=1, predict the reaction product. The product is: [NH2:10][CH2:9][C:8]1[C:3]([OH:2])=[N:4][C:5]([CH3:20])=[CH:6][C:7]=1[O:18][CH3:19]. (4) Given the reactants Cl[C:2]1[S:6][N:5]=[C:4]([S:7][CH3:8])[N:3]=1.[CH2:9]([OH:16])[C:10]1[CH:15]=[CH:14][CH:13]=[CH:12][CH:11]=1.[H-].[Na+].[Cl-].[NH4+], predict the reaction product. The product is: [CH2:9]([O:16][C:2]1[S:6][N:5]=[C:4]([S:7][CH3:8])[N:3]=1)[C:10]1[CH:15]=[CH:14][CH:13]=[CH:12][CH:11]=1. (5) Given the reactants F[C:2]1[CH:7]=[C:6]([C:8]2[CH:13]=[C:12]([C:14]([F:17])([F:16])[F:15])[CH:11]=[C:10]([NH:18][CH2:19][C:20]3[CH:25]=[CH:24][CH:23]=[C:22]([F:26])[CH:21]=3)[N:9]=2)[CH:5]=[CH:4][N:3]=1.[C@H:27]1([NH2:34])[CH2:32][CH2:31][C@H:30]([NH2:33])[CH2:29][CH2:28]1, predict the reaction product. The product is: [NH2:33][C@H:30]1[CH2:31][CH2:32][C@H:27]([NH:34][C:2]2[CH:7]=[C:6]([C:8]3[CH:13]=[C:12]([C:14]([F:15])([F:17])[F:16])[CH:11]=[C:10]([NH:18][CH2:19][C:20]4[CH:25]=[CH:24][CH:23]=[C:22]([F:26])[CH:21]=4)[N:9]=3)[CH:5]=[CH:4][N:3]=2)[CH2:28][CH2:29]1. (6) Given the reactants Br[C:2]1[N:7]=[C:6]([NH:8][C:9]([C:11]2[CH:15]=[C:14]([C:16]3[CH:21]=[CH:20][C:19]([F:22])=[CH:18][CH:17]=3)[N:13]([CH:23]3[CH2:28][CH2:27][CH2:26][CH2:25][O:24]3)[N:12]=2)=[O:10])[CH:5]=[CH:4][CH:3]=1, predict the reaction product. The product is: [CH2:14]([NH:13][C:2]1[N:7]=[C:6]([NH:8][C:9]([C:11]2[CH:15]=[C:14]([C:16]3[CH:21]=[CH:20][C:19]([F:22])=[CH:18][CH:17]=3)[N:13]([CH:23]3[CH2:28][CH2:27][CH2:26][CH2:25][O:24]3)[N:12]=2)=[O:10])[CH:5]=[CH:4][CH:3]=1)[C:16]1[CH:21]=[CH:20][CH:19]=[CH:18][CH:17]=1. (7) Given the reactants [OH:1][CH:2]1[CH2:7][CH2:6][N:5]([C:8]2[CH:18]=[CH:17][C:11]([C:12]([O:14][CH2:15][CH3:16])=[O:13])=[CH:10][CH:9]=2)[CH2:4][CH2:3]1.CCN(CC)CC.[CH3:26][S:27](Cl)(=[O:29])=[O:28], predict the reaction product. The product is: [CH3:26][S:27]([O:1][CH:2]1[CH2:7][CH2:6][N:5]([C:8]2[CH:18]=[CH:17][C:11]([C:12]([O:14][CH2:15][CH3:16])=[O:13])=[CH:10][CH:9]=2)[CH2:4][CH2:3]1)(=[O:29])=[O:28].